From a dataset of Full USPTO retrosynthesis dataset with 1.9M reactions from patents (1976-2016). Predict the reactants needed to synthesize the given product. (1) Given the product [ClH:1].[Cl:38][C:15]1[C:6]([NH:5][C:3](=[O:4])[CH2:2][NH:35][C:34]2[CH:36]=[CH:37][C:31]([Cl:30])=[CH:32][CH:33]=2)=[C:7]2[C:12](=[CH:13][CH:14]=1)[N:11]=[C:10]([N:17]1[CH2:21][CH2:20][C@@H:19]([OH:22])[CH2:18]1)[CH:9]=[CH:8]2, predict the reactants needed to synthesize it. The reactants are: [Cl:1][CH2:2][C:3]([NH:5][C:6]1[C:15](Cl)=[CH:14][CH:13]=[C:12]2[C:7]=1[CH:8]=[CH:9][C:10]([N:17]1[CH2:21][CH2:20][C@@H:19]([O:22][Si](C(C)(C)C)(C)C)[CH2:18]1)=[N:11]2)=[O:4].[Cl:30][C:31]1[CH:37]=[CH:36][C:34]([NH2:35])=[CH:33][CH:32]=1.[ClH:38]. (2) Given the product [NH2:27][C:2]1[N:7]=[C:6]([N:8]2[CH2:12][CH2:11][CH2:10][CH2:9]2)[C:5]([C:13]([NH:15][CH2:16][C:17]2[CH:22]=[CH:21][C:20]([C:23]([F:26])([F:25])[F:24])=[CH:19][CH:18]=2)=[O:14])=[CH:4][N:3]=1, predict the reactants needed to synthesize it. The reactants are: Cl[C:2]1[N:7]=[C:6]([N:8]2[CH2:12][CH2:11][CH2:10][CH2:9]2)[C:5]([C:13]([NH:15][CH2:16][C:17]2[CH:22]=[CH:21][C:20]([C:23]([F:26])([F:25])[F:24])=[CH:19][CH:18]=2)=[O:14])=[CH:4][N:3]=1.[NH3:27]. (3) Given the product [O:16]=[CH:15][CH:9]([C:4]1[CH:5]=[C:6]([CH3:8])[CH:7]=[C:2]([Cl:1])[CH:3]=1)[C:10]([O:12][CH2:13][CH3:14])=[O:11], predict the reactants needed to synthesize it. The reactants are: [Cl:1][C:2]1[CH:3]=[C:4]([CH2:9][C:10]([O:12][CH2:13][CH3:14])=[O:11])[CH:5]=[C:6]([CH3:8])[CH:7]=1.[CH:15](OCC)=[O:16].